From a dataset of Reaction yield outcomes from USPTO patents with 853,638 reactions. Predict the reaction yield, written as a fraction of the theoretical maximum amount of product (1.0 means a 100% yield; for example, 0.34 means a 34% yield). (1) The reactants are CC(OI1(OC(C)=O)(OC(C)=O)OC(=O)C2C=CC=CC1=2)=O.[C:23]([O:27][C:28](=[O:43])[NH:29][C:30]1[CH:35]=[C:34]([O:36][CH3:37])[CH:33]=[CH:32][C:31]=1[CH2:38][CH:39]([OH:42])[CH2:40][CH3:41])([CH3:26])([CH3:25])[CH3:24]. The catalyst is C1COCC1. The product is [C:23]([O:27][C:28](=[O:43])[NH:29][C:30]1[CH:35]=[C:34]([O:36][CH3:37])[CH:33]=[CH:32][C:31]=1[CH2:38][C:39](=[O:42])[CH2:40][CH3:41])([CH3:25])([CH3:24])[CH3:26]. The yield is 0.840. (2) The yield is 0.110. No catalyst specified. The reactants are CC1C=CC(S(O[CH2:12][C@H:13]2[O:21][C@H:20]3[C@H:16]([N:17]=[C:18]([N:22]4[CH2:25][CH2:24][CH2:23]4)[S:19]3)[C@@H:15]([OH:26])[C@@H:14]2[OH:27])(=O)=O)=CC=1.[CH:28]1([NH2:33])[CH2:32][CH2:31][CH2:30][CH2:29]1. The product is [N:22]1([C:18]2[S:19][C@H:20]3[O:21][C@H:13]([CH2:12][NH:33][CH:28]4[CH2:32][CH2:31][CH2:30][CH2:29]4)[C@@H:14]([OH:27])[C@H:15]([OH:26])[C@H:16]3[N:17]=2)[CH2:23][CH2:24][CH2:25]1.